Dataset: Full USPTO retrosynthesis dataset with 1.9M reactions from patents (1976-2016). Task: Predict the reactants needed to synthesize the given product. (1) Given the product [NH2:37][C:31]([CH3:30])([CH2:34][CH2:35][CH3:36])[CH2:32][NH:33][C:49]([C:45]1[N:43]2[CH:44]=[C:39]([Cl:38])[CH:40]=[C:41]([O:52][CH2:53][C:54]3[C:55]([F:61])=[CH:56][CH:57]=[CH:58][C:59]=3[F:60])[C:42]2=[N:47][C:46]=1[CH3:48])=[O:50], predict the reactants needed to synthesize it. The reactants are: CN(C(ON1N=NC2C=CC=CC1=2)=[N+](C)C)C.[B-](F)(F)(F)F.CN1CCOCC1.[CH3:30][C:31]([NH2:37])([CH2:34][CH2:35][CH3:36])[CH2:32][NH2:33].[Cl:38][C:39]1[CH:40]=[C:41]([O:52][CH2:53][C:54]2[C:59]([F:60])=[CH:58][CH:57]=[CH:56][C:55]=2[F:61])[C:42]2[N:43]([C:45]([C:49](O)=[O:50])=[C:46]([CH3:48])[N:47]=2)[CH:44]=1. (2) Given the product [CH3:11][C:2]1[N:9]=[C:8]([CH3:10])[CH:7]=[CH:6][C:3]=1[C:4]#[N:5], predict the reactants needed to synthesize it. The reactants are: Cl[C:2]1[N:9]=[C:8]([CH3:10])[CH:7]=[CH:6][C:3]=1[C:4]#[N:5].[CH3:11]B(O)O.C([O-])([O-])=O.[K+].[K+]. (3) Given the product [CH2:11]([O:18][C:19](=[O:31])[NH:20][CH:21]([C:25]1[CH:30]=[CH:29][CH:28]=[CH:27][CH:26]=1)[CH2:22][CH2:2][CH:1]=[O:5])[C:12]1[CH:13]=[CH:14][CH:15]=[CH:16][CH:17]=1, predict the reactants needed to synthesize it. The reactants are: [C:1](Cl)(=[O:5])[C:2](Cl)=O.CS(C)=O.[CH2:11]([O:18][C:19](=[O:31])[NH:20][CH:21]([C:25]1[CH:30]=[CH:29][CH:28]=[CH:27][CH:26]=1)[CH2:22]CO)[C:12]1[CH:17]=[CH:16][CH:15]=[CH:14][CH:13]=1. (4) Given the product [F:12][C:11]1[CH:10]=[CH:9][C:4]([C:5]([O:7][CH3:8])=[O:6])=[CH:3][C:2]=1[NH:1][S:14]([CH3:13])(=[O:16])=[O:15], predict the reactants needed to synthesize it. The reactants are: [NH2:1][C:2]1[CH:3]=[C:4]([CH:9]=[CH:10][C:11]=1[F:12])[C:5]([O:7][CH3:8])=[O:6].[CH3:13][S:14](Cl)(=[O:16])=[O:15]. (5) The reactants are: [Cl:1][C:2]1[C:3]([N:23]2[C:31](=[O:32])[C:30]3[C:25](=[CH:26][CH:27]=[CH:28][CH:29]=3)[C:24]2=[O:33])=[CH:4][C:5]([S:9]([N:12]2[C:18]3[CH:19]=[CH:20][CH:21]=[CH:22][C:17]=3[CH2:16][CH2:15][CH2:14][CH2:13]2)(=[O:11])=[O:10])=[C:6]([OH:8])[CH:7]=1.C(=O)([O-])[O-].[K+].[K+].Br[CH2:41][C:42]([O:44][CH2:45][CH3:46])=[O:43]. Given the product [Cl:1][C:2]1[C:3]([N:23]2[C:24](=[O:33])[C:25]3[C:30](=[CH:29][CH:28]=[CH:27][CH:26]=3)[C:31]2=[O:32])=[CH:4][C:5]([S:9]([N:12]2[C:18]3[CH:19]=[CH:20][CH:21]=[CH:22][C:17]=3[CH2:16][CH2:15][CH2:14][CH2:13]2)(=[O:10])=[O:11])=[C:6]([CH:7]=1)[O:8][CH2:41][C:42]([O:44][CH2:45][CH3:46])=[O:43], predict the reactants needed to synthesize it. (6) Given the product [Br:1][C:2]1[CH:7]=[CH:6][C:5]([Cl:8])=[CH:4][C:3]=1[CH2:9][C:10]([N:19]1[CH2:23][CH2:22][C:21]([C:24]2[CH:29]=[CH:28][C:27]([OH:30])=[CH:26][CH:25]=2)=[N:20]1)=[O:12], predict the reactants needed to synthesize it. The reactants are: [Br:1][C:2]1[CH:7]=[CH:6][C:5]([Cl:8])=[CH:4][C:3]=1[CH2:9][C:10]([OH:12])=O.C(Cl)(=O)C(Cl)=O.[NH:19]1[CH2:23][CH2:22][C:21]([C:24]2[CH:29]=[CH:28][C:27]([OH:30])=[CH:26][CH:25]=2)=[N:20]1. (7) Given the product [CH3:6][C:7]1[C:11]2[C:12](=[O:24])[N:13]([CH2:16][CH2:17][N:18]3[CH2:23][CH2:22][CH2:21][CH2:20][CH2:19]3)[CH2:14][CH2:15][C:10]=2[NH:9][C:8]=1[CH:30]=[O:31], predict the reactants needed to synthesize it. The reactants are: P(Cl)(Cl)(Cl)=O.[CH3:6][C:7]1[C:11]2[C:12](=[O:24])[N:13]([CH2:16][CH2:17][N:18]3[CH2:23][CH2:22][CH2:21][CH2:20][CH2:19]3)[CH2:14][CH2:15][C:10]=2[NH:9][CH:8]=1.O.[OH-].[Na+].CN(C)[CH:30]=[O:31].